Predict the reactants needed to synthesize the given product. From a dataset of Full USPTO retrosynthesis dataset with 1.9M reactions from patents (1976-2016). Given the product [Cl:18][C:16]1[CH:15]=[C:11]([CH:10]=[C:9]([N:6]2[CH2:5][CH2:4][CH:3]([NH:2][C:27]([C:22]3[NH:23][C:24]([CH2:25][CH3:26])=[C:20]([Cl:19])[CH:21]=3)=[O:28])[CH2:8][CH2:7]2)[N:17]=1)[C:12]([NH2:14])=[O:13], predict the reactants needed to synthesize it. The reactants are: Cl.[NH2:2][CH:3]1[CH2:8][CH2:7][N:6]([C:9]2[CH:10]=[C:11]([CH:15]=[C:16]([Cl:18])[N:17]=2)[C:12]([NH2:14])=[O:13])[CH2:5][CH2:4]1.[Cl:19][C:20]1[CH:21]=[C:22]([C:27](O)=[O:28])[NH:23][C:24]=1[CH2:25][CH3:26].